Dataset: Reaction yield outcomes from USPTO patents with 853,638 reactions. Task: Predict the reaction yield, written as a fraction of the theoretical maximum amount of product (1.0 means a 100% yield; for example, 0.34 means a 34% yield). (1) The reactants are [C:1]([N:4]1[C:13]2[C:8](=[CH:9][C:10]([C:14]#[N:15])=[CH:11][CH:12]=2)[C@H:7]([NH:16][C:17]2[CH:22]=[CH:21][CH:20]=[C:19]([CH2:23][OH:24])[CH:18]=2)[C@@H:6]([CH3:25])[C@@H:5]1[CH:26]1[CH2:28][CH2:27]1)(=[O:3])[CH3:2].C(=O)([O-])[O-:30].[K+].[K+].OO. The catalyst is CS(C)=O. The product is [C:1]([N:4]1[C:13]2[C:8](=[CH:9][C:10]([C:14]([NH2:15])=[O:30])=[CH:11][CH:12]=2)[C@H:7]([NH:16][C:17]2[CH:22]=[CH:21][CH:20]=[C:19]([CH2:23][OH:24])[CH:18]=2)[C@@H:6]([CH3:25])[C@@H:5]1[CH:26]1[CH2:28][CH2:27]1)(=[O:3])[CH3:2]. The yield is 0.940. (2) The reactants are C([NH:4][C:5]12[CH2:14][CH:9]3[CH2:10][CH:11]([CH2:13][C:7]([C:15]([OH:17])=[O:16])([CH2:8]3)[CH2:6]1)[CH2:12]2)(=O)C.[ClH:18]. The catalyst is O. The product is [ClH:18].[NH2:4][C:5]12[CH2:14][CH:9]3[CH2:10][CH:11]([CH2:13][C:7]([C:15]([OH:17])=[O:16])([CH2:8]3)[CH2:6]1)[CH2:12]2. The yield is 0.780. (3) The reactants are [Br:1][C:2]1[CH:7]=[CH:6][C:5]([O:8]C)=[C:4]([C:10]([CH3:14])([CH3:13])[CH2:11]Cl)[CH:3]=1.Cl.N1C=CC=CC=1.N1C2C(=CC=CC=2)C=CC=1. No catalyst specified. The product is [Br:1][C:2]1[CH:7]=[CH:6][C:5]2[O:8][CH2:14][C:10]([CH3:11])([CH3:13])[C:4]=2[CH:3]=1. The yield is 0.980. (4) The catalyst is C(OCC)(=O)C. The yield is 0.810. The product is [CH2:13]([C:15]1[N:16]=[C:17]([CH3:47])[N:18]([C:37]2[CH:38]=[CH:39][C:40]([O:43][CH:44]([CH3:46])[CH3:45])=[CH:41][CH:42]=2)[C:19](=[O:36])[C:20]=1[CH2:21][C:22]1[CH:23]=[CH:24][C:25]([C:28]2[CH:33]=[CH:32][CH:31]=[CH:30][C:29]=2[C:34]2[NH:3][C:4](=[O:7])[O:5][N:35]=2)=[CH:26][CH:27]=1)[CH3:14]. The reactants are [Cl-].O[NH3+:3].[C:4](=[O:7])([O-])[OH:5].[Na+].CS(C)=O.[CH2:13]([C:15]1[N:16]=[C:17]([CH3:47])[N:18]([C:37]2[CH:42]=[CH:41][C:40]([O:43][CH:44]([CH3:46])[CH3:45])=[CH:39][CH:38]=2)[C:19](=[O:36])[C:20]=1[CH2:21][C:22]1[CH:27]=[CH:26][C:25]([C:28]2[C:29]([C:34]#[N:35])=[CH:30][CH:31]=[CH:32][CH:33]=2)=[CH:24][CH:23]=1)[CH3:14]. (5) The reactants are [Si:1]([O:8][C@@H:9]1[CH2:14][CH2:13][C@H:12]([N:15]2[CH2:19][CH2:18][C:17]3([CH2:24][CH2:23][CH2:22][N:21](C(OCC4C=CC=CC=4)=O)[CH2:20]3)[C:16]2=[O:35])[CH2:11][CH2:10]1)([C:4]([CH3:7])([CH3:6])[CH3:5])([CH3:3])[CH3:2]. The catalyst is CO.[Pd]. The product is [Si:1]([O:8][C@@H:9]1[CH2:14][CH2:13][C@H:12]([N:15]2[CH2:19][CH2:18][C:17]3([CH2:24][CH2:23][CH2:22][NH:21][CH2:20]3)[C:16]2=[O:35])[CH2:11][CH2:10]1)([C:4]([CH3:7])([CH3:5])[CH3:6])([CH3:3])[CH3:2]. The yield is 1.00. (6) The reactants are [Cl:1][C:2]1[C:11]2[C:6](=[CH:7][CH:8]=[CH:9][CH:10]=2)[C:5]([CH2:12][C:13]2[CH:18]=[CH:17][N:16]=[CH:15][CH:14]=2)=[N:4][N:3]=1.[NH2:19][C:20]1[CH:21]=[C:22]2[C:26](=[CH:27][CH:28]=1)[NH:25][CH:24]=[CH:23]2.Cl. The catalyst is C(O)(C)C. The product is [ClH:1].[NH:25]1[C:26]2[C:22](=[CH:21][C:20]([NH:19][C:2]3[C:11]4[C:6](=[CH:7][CH:8]=[CH:9][CH:10]=4)[C:5]([CH2:12][C:13]4[CH:18]=[CH:17][N:16]=[CH:15][CH:14]=4)=[N:4][N:3]=3)=[CH:28][CH:27]=2)[CH:23]=[CH:24]1. The yield is 0.370. (7) The yield is 0.180. The reactants are [Cl:1][C:2]1[CH:18]=[CH:17][C:5]([CH2:6][CH:7]2[CH2:12][CH2:11][N:10]([CH2:13][CH2:14][C:15]#[CH:16])[CH2:9][CH2:8]2)=[CH:4][CH:3]=1.[F:19][C:20]1[CH:26]=[C:25](I)[CH:24]=[CH:23][C:21]=1[NH2:22]. The product is [NH2:22][C:21]1[CH:23]=[CH:24][C:25]([C:16]#[C:15][CH2:14][CH2:13][N:10]2[CH2:9][CH2:8][CH:7]([CH2:6][C:5]3[CH:4]=[CH:3][C:2]([Cl:1])=[CH:18][CH:17]=3)[CH2:12][CH2:11]2)=[CH:26][C:20]=1[F:19]. The catalyst is C(N)CCC.C1C=CC([P]([Pd]([P](C2C=CC=CC=2)(C2C=CC=CC=2)C2C=CC=CC=2)([P](C2C=CC=CC=2)(C2C=CC=CC=2)C2C=CC=CC=2)[P](C2C=CC=CC=2)(C2C=CC=CC=2)C2C=CC=CC=2)(C2C=CC=CC=2)C2C=CC=CC=2)=CC=1. (8) The reactants are [Cl:1][C:2]1[CH:10]=[CH:9][CH:8]=[CH:7][C:3]=1[C:4](Cl)=[O:5].[C:11](#[N:13])C. The catalyst is C1(C)C=CC=CC=1. The product is [Cl:1][C:2]1[CH:10]=[CH:9][CH:8]=[CH:7][C:3]=1[C:4](=[O:5])[C:11]#[N:13]. The yield is 0.750. (9) The reactants are [F:1][C:2]1([F:49])[CH2:7][C@H:6]([O:8][C:9]2[C:14]([CH3:15])=[CH:13][C:12]([S:16]([N:19](CC3C=CC(OC)=CC=3OC)[C:20]3[CH:25]=[CH:24][N:23]=[CH:22][N:21]=3)(=[O:18])=[O:17])=[C:11]([F:37])[CH:10]=2)[C@@H:5]([C:38]2[CH:39]=[N:40][N:41](C3CCCCO3)[CH:42]=2)[CH2:4][CH2:3]1.C([SiH](CC)CC)C.FC(F)(F)C(O)=O.ClCCl. The catalyst is CO. The product is [F:49][C:2]1([F:1])[CH2:7][C@H:6]([O:8][C:9]2[C:14]([CH3:15])=[CH:13][C:12]([S:16]([NH:19][C:20]3[CH:25]=[CH:24][N:23]=[CH:22][N:21]=3)(=[O:17])=[O:18])=[C:11]([F:37])[CH:10]=2)[C@@H:5]([C:38]2[CH:42]=[N:41][NH:40][CH:39]=2)[CH2:4][CH2:3]1. The yield is 0.850.